Dataset: Forward reaction prediction with 1.9M reactions from USPTO patents (1976-2016). Task: Predict the product of the given reaction. (1) Given the reactants Cl[CH2:2][CH2:3][CH2:4][CH2:5][C@H:6]1[CH2:10][CH2:9][C@@H:8]([C:11]2[CH:16]=[CH:15][C:14]([F:17])=[CH:13][CH:12]=2)[N:7]1[S:18]([C:21]1[CH:26]=[CH:25][C:24]([CH3:27])=[CH:23][CH:22]=1)(=[O:20])=[O:19].[NH:28]1[CH:32]=[N:31][N:30]=N1.[CH:33](Cl)(Cl)Cl, predict the reaction product. The product is: [F:17][C:14]1[CH:15]=[CH:16][C:11]([C@H:8]2[N:7]([S:18]([C:21]3[CH:22]=[CH:23][C:24]([CH3:27])=[CH:25][CH:26]=3)(=[O:19])=[O:20])[C@@H:6]([CH2:5][CH2:4][CH2:3][CH2:2][N:31]3[CH:32]=[N:28][CH:33]=[N:30]3)[CH2:10][CH2:9]2)=[CH:12][CH:13]=1. (2) Given the reactants [CH:1]([C:3]1[CH:11]=[CH:10][C:6]([C:7]([OH:9])=O)=[CH:5][CH:4]=1)=[O:2].Cl.CN(C)CCCN=C=NCC.O.O[N:26]1[C:30]2[CH:31]=CC=[CH:34][C:29]=2N=N1.C[N:36]1[CH2:41][CH2:40]O[CH2:38][CH2:37]1, predict the reaction product. The product is: [CH:30]([N:26]1[CH2:40][CH2:41][N:36]([C:7]([C:6]2[CH:5]=[CH:4][C:3]([CH:1]=[O:2])=[CH:11][CH:10]=2)=[O:9])[CH2:37][CH2:38]1)([CH2:29][CH3:34])[CH3:31].